From a dataset of Catalyst prediction with 721,799 reactions and 888 catalyst types from USPTO. Predict which catalyst facilitates the given reaction. (1) Reactant: [CH:1]1([O:5][C:6]([N:8]2[CH2:13][CH2:12][N:11](C(OCC3C=CC=CC=3)=O)[CH2:10][CH2:9]2)=[O:7])[CH2:4][CH2:3][CH2:2]1. Product: [CH:1]1([O:5][C:6]([N:8]2[CH2:13][CH2:12][NH:11][CH2:10][CH2:9]2)=[O:7])[CH2:4][CH2:3][CH2:2]1. The catalyst class is: 78. (2) Reactant: S([N:11]1[C:15]2=[N:16][CH:17]=[C:18]([NH:20][NH:21][C:22]([C@@H:24]3[CH2:28][CH2:27][C@@H:26]([CH2:29][NH:30]C(=O)OC(C)(C)C)[CH2:25]3)=O)[N:19]=[C:14]2[CH:13]=[CH:12]1)(C1C=CC(C)=CC=1)(=O)=O.C(OC(NC[C@@H]1CC[C@@H](C(O)=O)C1)=O)(C)(C)C.CCN(C(C)C)C(C)C.O=S(Cl)[Cl:66].[OH-].[Na+]. Product: [ClH:66].[C:22]1([C@@H:24]2[CH2:28][CH2:27][C@@H:26]([CH2:29][NH2:30])[CH2:25]2)[N:19]2[C:14]3[CH:13]=[CH:12][NH:11][C:15]=3[N:16]=[CH:17][C:18]2=[N:20][N:21]=1. The catalyst class is: 12.